This data is from Forward reaction prediction with 1.9M reactions from USPTO patents (1976-2016). The task is: Predict the product of the given reaction. (1) Given the reactants [CH:1]([C:3]1[CH:11]=[CH:10][C:6]([C:7]([OH:9])=[O:8])=[C:5]([CH3:12])[CH:4]=1)=[O:2].S(=O)(=O)(O)O.[CH2:18](O)[CH3:19], predict the reaction product. The product is: [CH:1]([C:3]1[CH:11]=[CH:10][C:6]([C:7]([O:9][CH2:18][CH3:19])=[O:8])=[C:5]([CH3:12])[CH:4]=1)=[O:2]. (2) Given the reactants Cl[SiH:2]1[N:6]([C:7]([CH3:10])([CH3:9])[CH3:8])[CH:5]=[CH:4][N:3]1[C:11]([CH3:14])([CH3:13])[CH3:12].O1C[CH2:18][CH2:17][CH2:16]1.C=C([Mg]Br)C, predict the reaction product. The product is: [C:11]([N:3]1[CH:4]=[CH:5][N:6]([C:7]([CH3:10])([CH3:9])[CH3:8])[SiH:2]1[C:17]([CH3:18])=[CH2:16])([CH3:14])([CH3:13])[CH3:12]. (3) The product is: [F:27][C:28]1[CH:29]=[C:30]([CH2:35][C:36]([NH:1][C:2]2[CH:7]=[CH:6][C:5]([C:8]3[CH:9]=[CH:10][C:11]([S:14]([N:17]([CH3:26])[C@H:18]([C:22]([O:24][CH3:25])=[O:23])[CH:19]([CH3:21])[CH3:20])(=[O:16])=[O:15])=[CH:12][CH:13]=3)=[CH:4][CH:3]=2)=[O:37])[CH:31]=[C:32]([F:34])[CH:33]=1. Given the reactants [NH2:1][C:2]1[CH:7]=[CH:6][C:5]([C:8]2[CH:13]=[CH:12][C:11]([S:14]([N:17]([CH3:26])[C@H:18]([C:22]([O:24][CH3:25])=[O:23])[CH:19]([CH3:21])[CH3:20])(=[O:16])=[O:15])=[CH:10][CH:9]=2)=[CH:4][CH:3]=1.[F:27][C:28]1[CH:29]=[C:30]([CH2:35][C:36](O)=[O:37])[CH:31]=[C:32]([F:34])[CH:33]=1.Cl.CN(C)CCCN=C=NCC, predict the reaction product. (4) Given the reactants Br[C:2]1[C:3]2[C:4]3[CH:17]=[CH:16][S:15][C:5]=3[C:6](=[O:14])[NH:7][C:8]=2[CH:9]=[CH:10][C:11]=1[O:12][CH3:13].CC1(C)C(C)(C)OB([C:26]2[CH:31]=[CH:30][C:29]([C:32](=[O:34])[CH3:33])=[CH:28][CH:27]=2)O1, predict the reaction product. The product is: [C:32]([C:29]1[CH:30]=[CH:31][C:26]([C:2]2[C:3]3[C:4]4[CH:17]=[CH:16][S:15][C:5]=4[C:6](=[O:14])[NH:7][C:8]=3[CH:9]=[CH:10][C:11]=2[O:12][CH3:13])=[CH:27][CH:28]=1)(=[O:34])[CH3:33]. (5) Given the reactants [CH2:1]([C:3]1[O:7][CH:6]=[N:5][C:4]=1[C:8]([O:10][CH2:11][CH3:12])=[O:9])[CH3:2].I[C:14]1[CH:19]=[CH:18][C:17]([N+:20]([O-:22])=[O:21])=[CH:16][CH:15]=1.CC1C=CC=CC=1P(C1C=CC=CC=1C)C1C=CC=CC=1C.C(=O)([O-])[O-].[Cs+].[Cs+], predict the reaction product. The product is: [CH2:1]([C:3]1[O:7][C:6]([C:14]2[CH:19]=[CH:18][C:17]([N+:20]([O-:22])=[O:21])=[CH:16][CH:15]=2)=[N:5][C:4]=1[C:8]([O:10][CH2:11][CH3:12])=[O:9])[CH3:2]. (6) Given the reactants [Cl:1][C:2]1[CH:9]=[CH:8][C:5]([CH:6]=O)=[CH:4][CH:3]=1.[S:10]1[CH2:14][C:13](=[O:15])[NH:12][C:11]1=[O:16].N1CCCCC1, predict the reaction product. The product is: [Cl:1][C:2]1[CH:9]=[CH:8][C:5]([CH:6]=[C:14]2[S:10][C:11](=[O:16])[NH:12][C:13]2=[O:15])=[CH:4][CH:3]=1. (7) Given the reactants C[O:2][C:3]([C:5]1[C:14]2[C:9](=[CH:10][CH:11]=[CH:12][CH:13]=2)[N:8]=[C:7]([C:15]2[CH:20]=[CH:19][CH:18]=[CH:17][CH:16]=2)[C:6]=1[CH2:21][N:22]1[CH2:27][CH2:26][CH:25]([N:28]2[CH2:33][CH2:32][CH2:31][CH2:30][CH2:29]2)[CH2:24][CH2:23]1)=[O:4].[ClH:34], predict the reaction product. The product is: [ClH:34].[ClH:34].[N:28]1([CH:25]2[CH2:26][CH2:27][N:22]([CH2:21][C:6]3[C:7]([C:15]4[CH:16]=[CH:17][CH:18]=[CH:19][CH:20]=4)=[N:8][C:9]4[C:14]([C:5]=3[C:3]([OH:4])=[O:2])=[CH:13][CH:12]=[CH:11][CH:10]=4)[CH2:23][CH2:24]2)[CH2:33][CH2:32][CH2:31][CH2:30][CH2:29]1. (8) Given the reactants Br[C:2]1[CH:3]=[CH:4][C:5]([N+:8]([O-:10])=[O:9])=[N:6][CH:7]=1.[CH3:11][O:12][C:13]([O:17][Si](C)(C)C)=[C:14]([CH3:16])[CH3:15], predict the reaction product. The product is: [CH3:11][O:12][C:13](=[O:17])[C:14]([CH3:16])([C:2]1[CH:7]=[N:6][C:5]([N+:8]([O-:10])=[O:9])=[CH:4][CH:3]=1)[CH3:15]. (9) Given the reactants [Cl:1][C:2]1[CH:3]=[CH:4][C:5]2[N:11]3[CH:12]=[CH:13][CH:14]=[C:10]3[C@@H:9]([CH2:15][CH2:16][C:17]([N:19]3[CH2:24][CH2:23][CH:22]([CH2:25][C:26]([NH:28][CH2:29][C:30]([O:32]CC)=[O:31])=[O:27])[CH2:21][CH2:20]3)=[O:18])[O:8][C@H:7]([C:35]3[CH:40]=[CH:39][CH:38]=[C:37]([O:41][CH3:42])[C:36]=3[O:43][CH3:44])[C:6]=2[CH:45]=1, predict the reaction product. The product is: [Cl:1][C:2]1[CH:3]=[CH:4][C:5]2[N:11]3[CH:12]=[CH:13][CH:14]=[C:10]3[C@@H:9]([CH2:15][CH2:16][C:17]([N:19]3[CH2:24][CH2:23][CH:22]([CH2:25][C:26]([NH:28][CH2:29][C:30]([OH:32])=[O:31])=[O:27])[CH2:21][CH2:20]3)=[O:18])[O:8][C@H:7]([C:35]3[CH:40]=[CH:39][CH:38]=[C:37]([O:41][CH3:42])[C:36]=3[O:43][CH3:44])[C:6]=2[CH:45]=1. (10) Given the reactants O1CCCC1.[S:6]([CH2:9][CH2:10][CH2:11][CH2:12][CH2:13][O:14][C:15]1[CH:20]=[CH:19][C:18]([CH3:21])=[C:17]([S:22][CH2:23][C:24]([F:27])([F:26])[F:25])[CH:16]=1)C#N.[F:28][C:29]([Si](C)(C)C)([F:31])[F:30].[F-].C([N+](CCCC)(CCCC)CCCC)CCC.O1CCCC1, predict the reaction product. The product is: [F:28][C:29]([F:31])([F:30])[S:6][CH2:9][CH2:10][CH2:11][CH2:12][CH2:13][O:14][C:15]1[CH:20]=[CH:19][C:18]([CH3:21])=[C:17]([S:22][CH2:23][C:24]([F:27])([F:25])[F:26])[CH:16]=1.